From a dataset of Forward reaction prediction with 1.9M reactions from USPTO patents (1976-2016). Predict the product of the given reaction. Given the reactants [Si:1]([O:8][CH:9]([C:16]1[CH:21]=[CH:20][CH:19]=[C:18]([Cl:22])[CH:17]=1)[C:10]1[N:11]=[CH:12][S:13][C:14]=1[CH3:15])([C:4]([CH3:7])([CH3:6])[CH3:5])([CH3:3])[CH3:2].[Li]CCCC.CCCCCC.CN([CH:37]=[O:38])C, predict the reaction product. The product is: [Si:1]([O:8][CH:9]([C:16]1[CH:21]=[CH:20][CH:19]=[C:18]([Cl:22])[CH:17]=1)[C:10]1[N:11]=[C:12]([CH:37]=[O:38])[S:13][C:14]=1[CH3:15])([C:4]([CH3:7])([CH3:5])[CH3:6])([CH3:2])[CH3:3].